Dataset: Full USPTO retrosynthesis dataset with 1.9M reactions from patents (1976-2016). Task: Predict the reactants needed to synthesize the given product. Given the product [CH:12]([C:2]1[N:7]=[N:6][C:5]2[O:8][CH2:9][CH2:10][O:11][C:4]=2[CH:3]=1)=[CH2:15], predict the reactants needed to synthesize it. The reactants are: Cl[C:2]1[N:7]=[N:6][C:5]2[O:8][CH2:9][CH2:10][O:11][C:4]=2[CH:3]=1.[CH2:12]([CH2:15]OC)OC.